Dataset: Forward reaction prediction with 1.9M reactions from USPTO patents (1976-2016). Task: Predict the product of the given reaction. (1) Given the reactants [F:1][C:2]1[CH:9]=[CH:8][C:5]([C:6]#[N:7])=[CH:4][C:3]=1[CH:10]=[O:11].[CH2:12]([Mg]Br)[CH2:13][C:14]1[CH:19]=[CH:18][CH:17]=[CH:16][CH:15]=1.O, predict the reaction product. The product is: [F:1][C:2]1[CH:9]=[CH:8][C:5]([C:6]#[N:7])=[CH:4][C:3]=1[CH:10]([OH:11])[CH2:12][CH2:13][C:14]1[CH:19]=[CH:18][CH:17]=[CH:16][CH:15]=1. (2) Given the reactants [CH2:1]([O:3][C:4]1[CH:9]=[CH:8][C:7]([C:10]2[CH2:15][CH2:14][CH:13]([CH:16]3[CH2:25][CH2:24][C:19]4([O:23][CH2:22][CH2:21][O:20]4)[CH2:18][CH2:17]3)[CH2:12][CH:11]=2)=[C:6]([F:26])[C:5]=1[F:27])[CH3:2].C([OH:30])C.[OH-].[Na+].OO, predict the reaction product. The product is: [O:23]1[C:19]2([CH2:24][CH2:25][CH:16]([CH:13]3[CH2:14][CH:15]([OH:30])[CH:10]([C:7]4[CH:8]=[CH:9][C:4]([O:3][CH2:1][CH3:2])=[C:5]([F:27])[C:6]=4[F:26])[CH2:11][CH2:12]3)[CH2:17][CH2:18]2)[O:20][CH2:21][CH2:22]1. (3) Given the reactants [CH3:1][O:2][C:3]1[CH:4]=[C:5]([CH2:11][CH2:12][NH:13][C:14](=[O:19])[C:15]([F:18])([F:17])[F:16])[CH:6]=[CH:7][C:8]=1[O:9][CH3:10].C=O.Cl.O.[Cl:24][CH2:25]Cl, predict the reaction product. The product is: [Cl:24][CH2:25][C:6]1[CH:7]=[C:8]([O:9][CH3:10])[C:3]([O:2][CH3:1])=[CH:4][C:5]=1[CH2:11][CH2:12][NH:13][C:14](=[O:19])[C:15]([F:17])([F:18])[F:16]. (4) Given the reactants [CH:1]([N:4]1[CH:8]=[C:7]([OH:9])[CH:6]=[N:5]1)([CH3:3])[CH3:2].Cl[C:11]1[N:12]=[C:13]([OH:21])[C:14]2[CH:20]=[CH:19][N:18]=[CH:17][C:15]=2[N:16]=1, predict the reaction product. The product is: [CH3:2][CH:1]([N:4]1[CH:8]=[C:7]([O:9][C:11]2[N:12]=[C:13]([OH:21])[C:14]3[CH:20]=[CH:19][N:18]=[CH:17][C:15]=3[N:16]=2)[CH:6]=[N:5]1)[CH3:3]. (5) Given the reactants [C:1]1([CH:7]([Si:14](Cl)([Cl:16])[Cl:15])[C:8]2[CH:13]=[CH:12][CH:11]=[CH:10][CH:9]=2)[CH:6]=[CH:5][CH:4]=[CH:3][CH:2]=1.C[SiH](Cl)Cl, predict the reaction product. The product is: [C:1]1([CH:7]([SiH:14]([Cl:16])[Cl:15])[C:8]2[CH:9]=[CH:10][CH:11]=[CH:12][CH:13]=2)[CH:2]=[CH:3][CH:4]=[CH:5][CH:6]=1. (6) Given the reactants Br[C:2]1[CH:3]=[CH:4][C:5]([C:8]2[CH2:12][C@@H:11]([CH2:13][OH:14])[O:10][N:9]=2)=[N:6][CH:7]=1.[F:15][C:16]1[CH:17]=[C:18]([N:31]2[CH2:35][C@H:34]([CH2:36][N:37]3[CH:41]=[CH:40][N:39]=[N:38]3)[O:33][C:32]2=[O:42])[CH:19]=[CH:20][C:21]=1B1OC(C)(C)C(C)(C)O1.C(=O)([O-])[O-].[K+].[K+], predict the reaction product. The product is: [F:15][C:16]1[CH:17]=[C:18]([N:31]2[CH2:35][C@H:34]([CH2:36][N:37]3[CH:41]=[CH:40][N:39]=[N:38]3)[O:33][C:32]2=[O:42])[CH:19]=[CH:20][C:21]=1[C:4]1[C:5]([C:8]2[CH2:12][C@@H:11]([CH2:13][OH:14])[O:10][N:9]=2)=[N:6][CH:7]=[CH:2][CH:3]=1. (7) Given the reactants N1CCC[C@H]1C(O)=O.[N:9]1[C:18]2[C:13](=[CH:14][C:15]([CH:19]([CH3:23])[CH2:20][CH:21]=[O:22])=[CH:16][CH:17]=2)[CH:12]=[CH:11][CH:10]=1.[Cl:24]N1C(=O)CCC1=O, predict the reaction product. The product is: [Cl:24][CH:20]([CH:19]([C:15]1[CH:14]=[C:13]2[C:18](=[CH:17][CH:16]=1)[N:9]=[CH:10][CH:11]=[CH:12]2)[CH3:23])[CH:21]=[O:22].